Dataset: Full USPTO retrosynthesis dataset with 1.9M reactions from patents (1976-2016). Task: Predict the reactants needed to synthesize the given product. (1) Given the product [C:1]([O:5][C:6](=[O:20])[NH:7][C@@H:8]1[CH2:9][CH2:10][C:11]2[CH:19]=[C:18]([Cl:21])[CH:17]=[CH:16][C:12]=2[NH:13][C:14]1=[O:15])([CH3:4])([CH3:2])[CH3:3], predict the reactants needed to synthesize it. The reactants are: [C:1]([O:5][C:6](=[O:20])[NH:7][C@H:8]1[C:14](=[O:15])[NH:13][C:12]2[CH:16]=[CH:17][CH:18]=[CH:19][C:11]=2[CH2:10][CH2:9]1)([CH3:4])([CH3:3])[CH3:2].[Cl:21]N1C(=O)CCC1=O. (2) Given the product [Br:22][C:13]1[C:14]([NH:16][C@H:17]([CH3:21])[C@H:18]([OH:20])[CH3:19])=[N:15][C:10]([NH:9][C:6]2[CH:7]=[CH:8][C:3]([NH:2][C:24]3[N:29]=[CH:28][CH:27]=[CH:26][N:25]=3)=[CH:4][CH:5]=2)=[N:11][CH:12]=1, predict the reactants needed to synthesize it. The reactants are: Cl.[NH2:2][C:3]1[CH:8]=[CH:7][C:6]([NH:9][C:10]2[N:15]=[C:14]([NH:16][C@H:17]([CH3:21])[C@H:18]([OH:20])[CH3:19])[C:13]([Br:22])=[CH:12][N:11]=2)=[CH:5][CH:4]=1.Cl[C:24]1[N:29]=[CH:28][CH:27]=[CH:26][N:25]=1.C(N(CC)CC)C. (3) Given the product [CH3:17][C:5]1[N:4]=[C:3]([O:18][CH2:19][C:20]2[C:21]([C:26]3[CH:31]=[CH:30][CH:29]=[CH:28][CH:27]=3)=[N:22][O:23][C:24]=2[CH3:25])[CH:2]=[CH:16][C:6]=1[C:7]([NH:9][CH:10]1[CH2:11][CH2:12][O:13][CH2:14][CH2:15]1)=[O:8], predict the reactants needed to synthesize it. The reactants are: Br[C:2]1[C:3]([O:18][CH2:19][C:20]2[C:21]([C:26]3[CH:31]=[CH:30][CH:29]=[CH:28][CH:27]=3)=[N:22][O:23][C:24]=2[CH3:25])=[N:4][C:5]([CH3:17])=[C:6]([CH:16]=1)[C:7]([NH:9][CH:10]1[CH2:15][CH2:14][O:13][CH2:12][CH2:11]1)=[O:8].C([O-])=O.[NH4+]. (4) Given the product [OH:52][CH:48]([CH:49]([CH3:51])[CH3:50])[CH2:47][NH:46][C:14]([CH2:13][CH2:12][NH:11][C:9](=[O:10])[O:8][CH2:1][C:2]1[CH:3]=[CH:4][CH:5]=[CH:6][CH:7]=1)=[O:16], predict the reactants needed to synthesize it. The reactants are: [CH2:1]([O:8][C:9]([NH:11][CH2:12][CH2:13][C:14]([OH:16])=O)=[O:10])[C:2]1[CH:7]=[CH:6][CH:5]=[CH:4][CH:3]=1.Cl.CN(C)CCCN=C=NCC.OC1C2N=NNC=2C=CC=1.C(N(CC)CC)C.[NH2:46][CH2:47][CH:48]([OH:52])[CH:49]([CH3:51])[CH3:50]. (5) Given the product [S:1]1[C:5]2[CH:6]=[CH:7][CH:8]=[CH:9][C:4]=2[N:3]=[C:2]1[C:10]1[N:11]=[CH:12][N:13]2[C:18](=[O:19])[N:17]([CH2:20][S:21]([CH3:22])=[O:23])[N:16]=[N:15][C:14]=12, predict the reactants needed to synthesize it. The reactants are: [S:1]1[C:5]2[CH:6]=[CH:7][CH:8]=[CH:9][C:4]=2[N:3]=[C:2]1[C:10]1[N:11]=[CH:12][N:13]2[C:18](=[O:19])[N:17]([CH2:20][S:21][CH3:22])[N:16]=[N:15][C:14]=12.[OH:23]OS([O-])=O.[K+]. (6) The reactants are: [C:1]([O:5][C:6](=[O:29])[NH:7][C:8]1[CH:13]=[CH:12][C:11]([C:14]2[CH:15]=[N:16][C:17]([O:20][CH2:21][C:22]3[CH:27]=[CH:26][CH:25]=[CH:24][CH:23]=3)=[CH:18][CH:19]=2)=[CH:10][C:9]=1[NH2:28])([CH3:4])([CH3:3])[CH3:2].[Cl:30][C:31]1[CH:35]=[CH:34][S:33][C:32]=1[C:36]1[O:41]C(C)(C)[O:39][C:38](=O)[CH:37]=1. Given the product [C:1]([O:5][C:6](=[O:29])[NH:7][C:8]1[CH:13]=[CH:12][C:11]([C:14]2[CH:15]=[N:16][C:17]([O:20][CH2:21][C:22]3[CH:23]=[CH:24][CH:25]=[CH:26][CH:27]=3)=[CH:18][CH:19]=2)=[CH:10][C:9]=1[NH:28][C:38](=[O:39])[CH2:37][C:36]([C:32]1[S:33][CH:34]=[CH:35][C:31]=1[Cl:30])=[O:41])([CH3:4])([CH3:2])[CH3:3], predict the reactants needed to synthesize it.